Dataset: Reaction yield outcomes from USPTO patents with 853,638 reactions. Task: Predict the reaction yield, written as a fraction of the theoretical maximum amount of product (1.0 means a 100% yield; for example, 0.34 means a 34% yield). (1) The reactants are [CH3:1][O:2][C:3](=[O:9])[C@@H:4]([C@H:6]([CH3:8])[OH:7])[NH2:5].[C:10](Cl)(=[O:17])[C:11]1[CH:16]=[CH:15][CH:14]=[CH:13][CH:12]=1.O. The catalyst is CO. The product is [CH3:1][O:2][C:3](=[O:9])[C@@H:4]([C@H:6]([CH3:8])[OH:7])[NH:5][C:10](=[O:17])[C:11]1[CH:16]=[CH:15][CH:14]=[CH:13][CH:12]=1. The yield is 1.04. (2) The reactants are [Cl-].O[NH3+:3].[C:4](=[O:7])([O-])[OH:5].[Na+].CS(C)=O.[F:13][C:14]1[CH:15]=[C:16]([C:40]2[C:41]([C:46]#[N:47])=[CH:42][CH:43]=[CH:44][CH:45]=2)[CH:17]=[CH:18][C:19]=1[CH2:20][C:21]1[C:22](=[O:39])[N:23]([CH:34]([CH3:38])[CH2:35][O:36][CH3:37])[C:24]2[N:25]([N:30]=[C:31]([CH3:33])[N:32]=2)[C:26]=1[CH2:27][CH2:28][CH3:29]. The catalyst is C(OCC)(=O)C. The product is [F:13][C:14]1[CH:15]=[C:16]([C:40]2[CH:45]=[CH:44][CH:43]=[CH:42][C:41]=2[C:46]2[NH:3][C:4](=[O:7])[O:5][N:47]=2)[CH:17]=[CH:18][C:19]=1[CH2:20][C:21]1[C:22](=[O:39])[N:23]([CH:34]([CH3:38])[CH2:35][O:36][CH3:37])[C:24]2[N:25]([N:30]=[C:31]([CH3:33])[N:32]=2)[C:26]=1[CH2:27][CH2:28][CH3:29]. The yield is 0.490. (3) The reactants are [NH2:1][C:2]1[C:7]([C:8]2[CH:13]=[CH:12][CH:11]=[C:10]([F:14])[CH:9]=2)=[C:6]([C:15](=[O:17])[CH3:16])[CH:5]=[C:4]([Cl:18])[C:3]=1[CH3:19].C(N(CC)C(C)C)(C)C.Cl[C:30]([O:32][CH3:33])=[O:31]. The catalyst is C(Cl)Cl.CN(C1C=CN=CC=1)C. The product is [C:15]([C:6]1[C:7]([C:8]2[CH:13]=[CH:12][CH:11]=[C:10]([F:14])[CH:9]=2)=[C:2]([N:1]([C:30]([O:32][CH3:33])=[O:31])[C:30]([O:32][CH3:33])=[O:31])[C:3]([CH3:19])=[C:4]([Cl:18])[CH:5]=1)(=[O:17])[CH3:16]. The yield is 0.500. (4) The reactants are Cl[C:2]1[N:7]=[C:6]([NH:8][C@@H:9]2[CH2:14][CH2:13][CH2:12][CH2:11][C@H:10]2[N:15]([CH3:20])[S:16]([CH3:19])(=[O:18])=[O:17])[C:5]([Cl:21])=[CH:4][N:3]=1.[NH2:22][C:23]1[C:36]([O:37][CH3:38])=[CH:35][C:26]2[N:27]([CH2:33][CH3:34])[C:28](=[O:32])[CH2:29][CH2:30][CH2:31][C:25]=2[CH:24]=1.C12(CS(O)(=O)=O)C(C)(C)C(CC1)CC2=O.C(=O)([O-])[O-]. The catalyst is C(O)(C)C. The product is [Cl:21][C:5]1[C:6]([NH:8][C@@H:9]2[CH2:14][CH2:13][CH2:12][CH2:11][C@H:10]2[N:15]([CH3:20])[S:16]([CH3:19])(=[O:18])=[O:17])=[N:7][C:2]([NH:22][C:23]2[C:36]([O:37][CH3:38])=[CH:35][C:26]3[N:27]([CH2:33][CH3:34])[C:28](=[O:32])[CH2:29][CH2:30][CH2:31][C:25]=3[CH:24]=2)=[N:3][CH:4]=1. The yield is 0.260. (5) The reactants are [OH-].[Na+].Cl.[SH:4][C:5]1[N:10]=[C:9]([CH3:11])[CH:8]=[CH:7][N:6]=1.[CH3:12]I. The catalyst is O. The product is [CH3:11][C:9]1[CH:8]=[CH:7][N:6]=[C:5]([S:4][CH3:12])[N:10]=1. The yield is 0.950. (6) The reactants are [CH3:1][O:2][C:3](=[O:29])[CH2:4][NH:5][CH2:6][C:7]1[CH:12]=[CH:11][C:10]([O:13][CH2:14][CH2:15][C:16]2[N:17]=[C:18]([C:22]3[CH:27]=[CH:26][C:25]([CH3:28])=[CH:24][CH:23]=3)[O:19][C:20]=2[CH3:21])=[CH:9][CH:8]=1.[C:30]([N:40]([S:42](Cl)(=[O:44])=[O:43])[CH3:41])(=[O:39])[C:31]1[CH:36]=[CH:35][C:34]([O:37][CH3:38])=[CH:33][CH:32]=1.C(N(CC)CC)C. No catalyst specified. The product is [CH3:1][O:2][C:3](=[O:29])[CH2:4][N:5]([S:42]([N:40]([C:30](=[O:39])[C:31]1[CH:36]=[CH:35][C:34]([O:37][CH3:38])=[CH:33][CH:32]=1)[CH3:41])(=[O:43])=[O:44])[CH2:6][C:7]1[CH:8]=[CH:9][C:10]([O:13][CH2:14][CH2:15][C:16]2[N:17]=[C:18]([C:22]3[CH:27]=[CH:26][C:25]([CH3:28])=[CH:24][CH:23]=3)[O:19][C:20]=2[CH3:21])=[CH:11][CH:12]=1. The yield is 0.600. (7) The reactants are [F:1][C:2]([F:18])([F:17])[C:3]1[CH:4]=[C:5]([C:9]2([CH:15]=O)[CH2:14][CH2:13][CH2:12][CH2:11][CH2:10]2)[CH:6]=[CH:7][CH:8]=1.[CH3:19][NH:20][CH3:21]. No catalyst specified. The product is [CH3:19][N:20]([CH3:21])[CH2:15][C:9]1([C:5]2[CH:6]=[CH:7][CH:8]=[C:3]([C:2]([F:18])([F:17])[F:1])[CH:4]=2)[CH2:14][CH2:13][CH2:12][CH2:11][CH2:10]1. The yield is 0.520. (8) The reactants are [NH:1]1[C:9]2[C:4](=[CH:5][CH:6]=[CH:7][CH:8]=2)[C:3]2([CH2:13][O:12][C:11]3[CH:14]=[C:15]4[C:19](=[CH:20][C:10]2=3)[CH2:18][CH2:17][O:16]4)[C:2]1=[O:21].C(=O)([O-])[O-].[Cs+].[Cs+].Br[CH2:29][C:30]1[CH:35]=[CH:34][CH:33]=[C:32]([C:36]#[N:37])[CH:31]=1. The catalyst is CC(=O)CC. The product is [O:21]=[C:2]1[C:3]2([CH2:13][O:12][C:11]3[CH:14]=[C:15]4[C:19](=[CH:20][C:10]2=3)[CH2:18][CH2:17][O:16]4)[C:4]2[C:9](=[CH:8][CH:7]=[CH:6][CH:5]=2)[N:1]1[CH2:29][C:30]1[CH:31]=[C:32]([CH:33]=[CH:34][CH:35]=1)[C:36]#[N:37]. The yield is 0.920.